Predict the reactants needed to synthesize the given product. From a dataset of Full USPTO retrosynthesis dataset with 1.9M reactions from patents (1976-2016). Given the product [Br:10][C:11]1[CH:12]=[C:13]([NH:17][C:29](=[O:30])[C:28]2[CH:32]=[CH:33][C:25]([CH2:24][N:18]3[CH2:23][CH2:22][CH2:21][CH2:20][CH2:19]3)=[CH:26][CH:27]=2)[CH:14]=[CH:15][CH:16]=1, predict the reactants needed to synthesize it. The reactants are: CCN(C(C)C)C(C)C.[Br:10][C:11]1[CH:12]=[C:13]([NH2:17])[CH:14]=[CH:15][CH:16]=1.[N:18]1([CH2:24][C:25]2[CH:33]=[CH:32][C:28]([C:29](O)=[O:30])=[CH:27][CH:26]=2)[CH2:23][CH2:22][CH2:21][CH2:20][CH2:19]1.F[P-](F)(F)(F)(F)F.N1(O[P+](N(C)C)(N(C)C)N(C)C)C2C=CC=CC=2N=N1.